From a dataset of Forward reaction prediction with 1.9M reactions from USPTO patents (1976-2016). Predict the product of the given reaction. Given the reactants [N:1]1([C:7]2[N:15]=[C:14]([C:16]3[CH:17]=[C:18]([OH:22])[CH:19]=[CH:20][CH:21]=3)[N:13]=[C:12]3[C:8]=2[N:9]=[CH:10][N:11]3[CH:23]2[CH2:28][CH2:27][NH:26][CH2:25][CH2:24]2)[CH2:6][CH2:5][O:4][CH2:3][CH2:2]1.[BH3-][C:30]#[N:31].[Na+].[CH3:33][OH:34], predict the reaction product. The product is: [CH3:33][O:34][C:30]1[N:31]=[CH:14][C:16]([CH2:17][N:26]2[CH2:27][CH2:28][CH:23]([N:11]3[CH:10]=[N:9][C:8]4[C:12]3=[N:13][C:14]([C:16]3[CH:17]=[C:18]([OH:22])[CH:19]=[CH:20][CH:21]=3)=[N:15][C:7]=4[N:1]3[CH2:6][CH2:5][O:4][CH2:3][CH2:2]3)[CH2:24][CH2:25]2)=[CH:21][CH:20]=1.